This data is from Catalyst prediction with 721,799 reactions and 888 catalyst types from USPTO. The task is: Predict which catalyst facilitates the given reaction. (1) Reactant: C([O:4][CH2:5][C:6](=[O:27])[NH:7][C:8]1[CH:13]=[CH:12][CH:11]=[CH:10][C:9]=1[C@H:14]1[C:23]2[C:18](=[C:19]([Cl:25])[CH:20]=[C:21]([Cl:24])[CH:22]=2)[CH2:17][N:16]([CH3:26])[CH2:15]1)(=O)C.C(=O)([O-])[O-].[K+].[K+]. Product: [Cl:24][C:21]1[CH:22]=[C:23]2[C:18](=[C:19]([Cl:25])[CH:20]=1)[CH2:17][N:16]([CH3:26])[CH2:15][C@H:14]2[C:9]1[CH:10]=[CH:11][CH:12]=[CH:13][C:8]=1[NH:7][C:6](=[O:27])[CH2:5][OH:4]. The catalyst class is: 5. (2) Reactant: C(OC([N:8]1[CH2:13][CH2:12][N:11]([CH2:14][C:15]2[CH:20]=[CH:19][CH:18]=[C:17]([Cl:21])[C:16]=2[Cl:22])[CH2:10][CH2:9]1)=O)(C)(C)C.[ClH:23]. Product: [ClH:21].[ClH:23].[Cl:22][C:16]1[C:17]([Cl:21])=[CH:18][CH:19]=[CH:20][C:15]=1[CH2:14][N:11]1[CH2:10][CH2:9][NH:8][CH2:13][CH2:12]1. The catalyst class is: 5. (3) Reactant: [CH3:1][C:2]1[N:3]=[C:4]([C:7]2[CH:12]=[CH:11][C:10]([OH:13])=[CH:9][CH:8]=2)[S:5][CH:6]=1.[Cl:14][C:15]1[CH:29]=[C:28]([O:30][CH2:31][CH:32]=[C:33]([Cl:35])[Cl:34])[CH:27]=[C:26]([Cl:36])[C:16]=1[O:17][CH2:18][CH2:19][CH2:20]OS(C)(=O)=O.C(=O)([O-])[O-].[K+].[K+]. Product: [Cl:14][C:15]1[CH:29]=[C:28]([O:30][CH2:31][CH:32]=[C:33]([Cl:35])[Cl:34])[CH:27]=[C:26]([Cl:36])[C:16]=1[O:17][CH2:18][CH2:19][CH2:20][O:13][C:10]1[CH:11]=[CH:12][C:7]([C:4]2[S:5][CH:6]=[C:2]([CH3:1])[N:3]=2)=[CH:8][CH:9]=1. The catalyst class is: 9. (4) Reactant: [F:1][C:2]1[CH:3]=[CH:4][C:5]([OH:12])=[C:6]([CH:11]=1)[C:7]([O:9][CH3:10])=[O:8].[F:13][C:14]([F:24])([F:23])[C:15]1[CH:22]=[CH:21][CH:20]=[CH:19][C:16]=1[CH2:17]Cl.C(=O)([O-])[O-].[K+].[K+]. Product: [F:1][C:2]1[CH:3]=[CH:4][C:5]([O:12][CH2:17][C:16]2[CH:19]=[CH:20][CH:21]=[CH:22][C:15]=2[C:14]([F:13])([F:23])[F:24])=[C:6]([CH:11]=1)[C:7]([O:9][CH3:10])=[O:8]. The catalyst class is: 10.